From a dataset of Full USPTO retrosynthesis dataset with 1.9M reactions from patents (1976-2016). Predict the reactants needed to synthesize the given product. (1) Given the product [OH:28][CH:25]([C:13]1[CH:12]=[C:11]([C:8]2[CH:7]=[CH:6][C:5]([CH3:1])=[CH:10][CH:9]=2)[C:20]2[C:19]([CH3:22])([CH3:21])[CH2:18][CH2:17][C:16]([CH3:24])([CH3:23])[C:15]=2[CH:14]=1)[C:26]#[C:27][C:30]1[CH:38]=[CH:37][C:33]([C:34]([OH:36])=[O:35])=[CH:32][CH:31]=1, predict the reactants needed to synthesize it. The reactants are: [C:1]([C:5]1[CH:10]=[CH:9][C:8]([C:11]2[C:20]3[C:19]([CH3:22])([CH3:21])[CH2:18][CH2:17][C:16]([CH3:24])([CH3:23])[C:15]=3[CH:14]=[C:13]([CH:25]([OH:28])[C:26]#[CH:27])[CH:12]=2)=[CH:7][CH:6]=1)(C)(C)C.I[C:30]1[CH:38]=[CH:37][C:33]([C:34]([OH:36])=[O:35])=[CH:32][CH:31]=1. (2) Given the product [C:53]([C:2]1[CH:42]=[CH:41][C:5]([O:6][C@H:7]2[CH2:8][CH2:9][C@H:10]([N:13]3[C:18](=[O:19])[C:17]([CH2:20][C:21]4[CH:26]=[CH:25][C:24]([C:27]5[C:28]([C:33]#[N:34])=[CH:29][CH:30]=[CH:31][CH:32]=5)=[CH:23][CH:22]=4)=[C:16]([CH2:35][CH2:36][CH3:37])[N:15]4[N:38]=[CH:39][N:40]=[C:14]34)[CH2:11][CH2:12]2)=[CH:4][CH:3]=1)(=[O:55])[CH3:54], predict the reactants needed to synthesize it. The reactants are: Br[C:2]1[CH:42]=[CH:41][C:5]([O:6][C@H:7]2[CH2:12][CH2:11][C@H:10]([N:13]3[C:18](=[O:19])[C:17]([CH2:20][C:21]4[CH:26]=[CH:25][C:24]([C:27]5[C:28]([C:33]#[N:34])=[CH:29][CH:30]=[CH:31][CH:32]=5)=[CH:23][CH:22]=4)=[C:16]([CH2:35][CH2:36][CH3:37])[N:15]4[N:38]=[CH:39][N:40]=[C:14]34)[CH2:9][CH2:8]2)=[CH:4][CH:3]=1.C([Sn](CCCC)([C:53]([O:55]CC)=[CH2:54])CCCCC)CCC.[F-].[K+]. (3) Given the product [CH3:1][O:2][C:3]1[CH:8]=[CH:7][N:6]2[C:9]([C:13]([NH:18][CH3:17])=[O:15])=[C:10]([CH3:12])[N:11]=[C:5]2[CH:4]=1, predict the reactants needed to synthesize it. The reactants are: [CH3:1][O:2][C:3]1[CH:8]=[CH:7][N:6]2[C:9]([C:13]([OH:15])=O)=[C:10]([CH3:12])[N:11]=[C:5]2[CH:4]=1.C[CH2:17][N:18]=C=NCCCN(C)C.Cl.C1C=CC2N(O)N=NC=2C=1.CN1CCOCC1.CN. (4) Given the product [C:74]([NH:75][C:37](=[O:38])[CH2:36][C:35]([CH3:41])([CH3:40])[CH2:34][CH2:33][C:20]1[C:21]([CH3:32])([CH3:31])[C@H:22]2[C@:17]([CH3:42])([CH2:18][CH:19]=1)[C@@H:16]1[C@:25]([CH3:30])([C@@:26]3([CH3:29])[C@H:13]([CH2:14][CH2:15]1)[C@H:12]1[C@H:43]([C:46]([CH3:48])=[CH2:47])[CH2:44][CH2:45][C@:11]1([NH:10][CH2:9][CH2:8][N:5]1[CH2:4][CH2:3][S:2](=[O:49])(=[O:1])[CH2:7][CH2:6]1)[CH2:28][CH2:27]3)[CH2:24][CH2:23]2)#[N:73], predict the reactants needed to synthesize it. The reactants are: [O:1]=[S:2]1(=[O:49])[CH2:7][CH2:6][N:5]([CH2:8][CH2:9][NH:10][C@:11]23[CH2:45][CH2:44][C@@H:43]([C:46]([CH3:48])=[CH2:47])[C@@H:12]2[C@@H:13]2[C@@:26]([CH3:29])([CH2:27][CH2:28]3)[C@@:25]3([CH3:30])[C@@H:16]([C@:17]4([CH3:42])[C@@H:22]([CH2:23][CH2:24]3)[C:21]([CH3:32])([CH3:31])[C:20]([CH2:33][CH2:34][C:35]([CH3:41])([CH3:40])[CH2:36][C:37](O)=[O:38])=[CH:19][CH2:18]4)[CH2:15][CH2:14]2)[CH2:4][CH2:3]1.C(Cl)CCl.C1C=CC2N(O)N=NC=2C=1.C(N(CC)C(C)C)(C)C.[N:73]#[C:74][NH2:75].